This data is from Reaction yield outcomes from USPTO patents with 853,638 reactions. The task is: Predict the reaction yield, written as a fraction of the theoretical maximum amount of product (1.0 means a 100% yield; for example, 0.34 means a 34% yield). The reactants are C1C(=O)N([Br:8])C(=O)C1.[OH:9][C:10]1[C:20]2[CH2:19][CH2:18][N:17]([C:21]([O:23][C:24]([CH3:27])([CH3:26])[CH3:25])=[O:22])[CH2:16][CH2:15][C:14]=2[NH:13][C:12](=[O:28])[CH:11]=1. The catalyst is C(Cl)Cl. The product is [Br:8][C:11]1[C:12](=[O:28])[NH:13][C:14]2[CH2:15][CH2:16][N:17]([C:21]([O:23][C:24]([CH3:25])([CH3:27])[CH3:26])=[O:22])[CH2:18][CH2:19][C:20]=2[C:10]=1[OH:9]. The yield is 0.830.